From a dataset of Forward reaction prediction with 1.9M reactions from USPTO patents (1976-2016). Predict the product of the given reaction. The product is: [F:1][C:2]1[CH:28]=[CH:27][C:5]([CH2:6][NH:7][C:8]([C:10]2[C:19]([OH:20])=[C:18]3[C:13]([CH:14]=[CH:15][CH:16]=[N:17]3)=[C:12]([CH:21]3[S:32][CH2:31][CH2:30][NH:29][C:23](=[O:25])[CH2:22]3)[N:11]=2)=[O:9])=[CH:4][CH:3]=1. Given the reactants [F:1][C:2]1[CH:28]=[CH:27][C:5]([CH2:6][NH:7][C:8]([C:10]2[C:19]([OH:20])=[C:18]3[C:13]([CH:14]=[CH:15][CH:16]=[N:17]3)=[C:12](/[CH:21]=[CH:22]/[C:23]([O:25]C)=O)[N:11]=2)=[O:9])=[CH:4][CH:3]=1.[NH2:29][CH2:30][CH2:31][SH:32].O, predict the reaction product.